Dataset: Peptide-MHC class I binding affinity with 185,985 pairs from IEDB/IMGT. Task: Regression. Given a peptide amino acid sequence and an MHC pseudo amino acid sequence, predict their binding affinity value. This is MHC class I binding data. (1) The peptide sequence is HQFTSNPEV. The MHC is HLA-A80:01 with pseudo-sequence HLA-A80:01. The binding affinity (normalized) is 0.0847. (2) The peptide sequence is YMYAVSGAL. The MHC is BoLA-T2b with pseudo-sequence BoLA-T2b. The binding affinity (normalized) is 0.306. (3) The peptide sequence is KAVRGDLNF. The MHC is HLA-B15:01 with pseudo-sequence HLA-B15:01. The binding affinity (normalized) is 0.368. (4) The peptide sequence is VTNRHEEKF. The MHC is HLA-B14:02 with pseudo-sequence HLA-B14:02. The binding affinity (normalized) is 0.0847. (5) The peptide sequence is FPPLAGSDF. The MHC is HLA-B15:01 with pseudo-sequence HLA-B15:01. The binding affinity (normalized) is 0.0847. (6) The peptide sequence is RVFPGDHFY. The MHC is HLA-B40:01 with pseudo-sequence HLA-B40:01. The binding affinity (normalized) is 0.0847.